Task: Predict the reactants needed to synthesize the given product.. Dataset: Full USPTO retrosynthesis dataset with 1.9M reactions from patents (1976-2016) (1) Given the product [Cl:15][C:16]1[CH:21]=[C:20]([Cl:22])[CH:19]=[C:18]([CH3:23])[C:17]=1[S:24]([NH:14][C:10]1[CH:9]=[CH:8][C:7]([CH2:6][O:5][CH2:4][CH:1]2[CH2:3][CH2:2]2)=[C:12]([CH3:13])[N:11]=1)(=[O:26])=[O:25], predict the reactants needed to synthesize it. The reactants are: [CH:1]1([CH2:4][O:5][CH2:6][C:7]2[CH:8]=[CH:9][C:10]([NH2:14])=[N:11][C:12]=2[CH3:13])[CH2:3][CH2:2]1.[Cl:15][C:16]1[CH:21]=[C:20]([Cl:22])[CH:19]=[C:18]([CH3:23])[C:17]=1[S:24](Cl)(=[O:26])=[O:25]. (2) Given the product [Na+:42].[C:28]([C:12]1[N:11]([CH:31]([CH3:33])[CH3:32])[C:10]([CH:9]=[CH:8][C@@H:7]([OH:34])[CH2:6][C@@H:5]([OH:35])[CH2:4][C:3]([O-:36])=[O:2])=[C:14]([C:15]2[CH:16]=[CH:17][C:18]([F:21])=[CH:19][CH:20]=2)[C:13]=1[C:22]1[CH:27]=[CH:26][CH:25]=[CH:24][CH:23]=1)(=[O:30])[NH2:29], predict the reactants needed to synthesize it. The reactants are: C[O:2][C:3](=[O:36])[CH2:4][C@H:5]([OH:35])[CH2:6][C@H:7]([OH:34])[CH:8]=[CH:9][C:10]1[N:11]([CH:31]([CH3:33])[CH3:32])[C:12]([C:28](=[O:30])[NH2:29])=[C:13]([C:22]2[CH:27]=[CH:26][CH:25]=[CH:24][CH:23]=2)[C:14]=1[C:15]1[CH:20]=[CH:19][C:18]([F:21])=[CH:17][CH:16]=1.C(O)C.O.[OH-].[Na+:42]. (3) Given the product [Cl:12][C:3]1[CH:4]=[C:5]([CH:10]=[CH:11][C:2]=1[S:18]([Cl:13])(=[O:20])=[O:19])[C:6]([O:8][CH3:9])=[O:7], predict the reactants needed to synthesize it. The reactants are: N[C:2]1[CH:11]=[CH:10][C:5]([C:6]([O:8][CH3:9])=[O:7])=[CH:4][C:3]=1[Cl:12].[ClH:13].N([O-])=O.[Na+].[S:18](=[O:20])=[O:19]. (4) Given the product [OH:27][CH2:26][C:24]1[CH:23]=[C:4]([CH:3]=[C:2]([NH:32][C:28](=[O:31])[CH2:29][CH3:30])[N:25]=1)[C:5]([NH:7][CH:8]([C:10]1[CH:11]=[N:12][C:13]([O:17][CH2:18][C:19]([F:22])([F:21])[F:20])=[C:14]([CH3:16])[CH:15]=1)[CH3:9])=[O:6], predict the reactants needed to synthesize it. The reactants are: Cl[C:2]1[CH:3]=[C:4]([CH:23]=[C:24]([CH2:26][OH:27])[N:25]=1)[C:5]([NH:7][CH:8]([C:10]1[CH:11]=[N:12][C:13]([O:17][CH2:18][C:19]([F:22])([F:21])[F:20])=[C:14]([CH3:16])[CH:15]=1)[CH3:9])=[O:6].[C:28]([NH2:32])(=[O:31])[CH2:29][CH3:30].C1(P(C2C=CC=CC=2)C2C3OC4C(=CC=CC=4P(C4C=CC=CC=4)C4C=CC=CC=4)C(C)(C)C=3C=CC=2)C=CC=CC=1.P([O-])([O-])([O-])=O.[K+].[K+].[K+]. (5) The reactants are: [F:1][C:2]([F:40])([F:39])[C:3]1[CH:4]=[C:5]([C@H:13]([O:15][C@H:16]2[CH2:21][CH2:20][N:19]([C:22]([C@H:24]3[CH2:29][CH2:28][C@H:27]([C:30]([OH:32])=O)[CH2:26][CH2:25]3)=[O:23])[CH2:18][C@H:17]2[C:33]2[CH:38]=[CH:37][CH:36]=[CH:35][CH:34]=2)[CH3:14])[CH:6]=[C:7]([C:9]([F:12])([F:11])[F:10])[CH:8]=1.[CH2:41]([NH2:43])[CH3:42]. Given the product [F:10][C:9]([F:12])([F:11])[C:7]1[CH:6]=[C:5]([C@H:13]([O:15][C@H:16]2[CH2:21][CH2:20][N:19]([C:22]([C@H:24]3[CH2:29][CH2:28][C@H:27]([C:30]([NH:43][CH2:41][CH3:42])=[O:32])[CH2:26][CH2:25]3)=[O:23])[CH2:18][C@H:17]2[C:33]2[CH:34]=[CH:35][CH:36]=[CH:37][CH:38]=2)[CH3:14])[CH:4]=[C:3]([C:2]([F:1])([F:40])[F:39])[CH:8]=1, predict the reactants needed to synthesize it.